Dataset: Reaction yield outcomes from USPTO patents with 853,638 reactions. Task: Predict the reaction yield, written as a fraction of the theoretical maximum amount of product (1.0 means a 100% yield; for example, 0.34 means a 34% yield). The reactants are [NH2:1][C:2]1[S:3][C:4]2[CH:10]=[C:9]([O:11][CH3:12])[CH:8]=[CH:7][C:5]=2[N:6]=1.Br[CH2:14][C:15]([C:17]1[CH:22]=[CH:21][C:20]([Br:23])=[CH:19][CH:18]=1)=O.C([O-])(O)=O.[Na+]. The catalyst is CCO. The product is [CH3:12][O:11][C:9]1[CH:8]=[CH:7][C:5]2[N:6]3[CH:14]=[C:15]([C:17]4[CH:22]=[CH:21][C:20]([Br:23])=[CH:19][CH:18]=4)[N:1]=[C:2]3[S:3][C:4]=2[CH:10]=1. The yield is 0.540.